From a dataset of Human liver microsome stability data. Regression/Classification. Given a drug SMILES string, predict its absorption, distribution, metabolism, or excretion properties. Task type varies by dataset: regression for continuous measurements (e.g., permeability, clearance, half-life) or binary classification for categorical outcomes (e.g., BBB penetration, CYP inhibition). Dataset: hlm. (1) The molecule is c1cc2c(ncc3ncn([C@H]4CC[C@H](N5CCOCC5)CC4)c32)[nH]1. The result is 0 (unstable in human liver microsomes). (2) The compound is N=c1c(C(=O)NC2C3CC4CC(C3)CC2C4)cc2c(=O)n3ccccc3nc2n1Cc1ccccc1. The result is 1 (stable in human liver microsomes). (3) The drug is O=C(C(=O)N1CCN(C(=O)c2ccccc2)CC1)c1c[nH]c2cccc(F)c12. The result is 0 (unstable in human liver microsomes). (4) The compound is CCN(CC)CCCN(CCCN(CC)CC)/C(C)=N\c1ccnc2cc(Cl)ccc12. The result is 0 (unstable in human liver microsomes). (5) The molecule is COc1cc([C@@]2(O)CCNC[C@@H]2O)ccc1Nc1ncc2ccc(-c3ccccc3OC)n2n1. The result is 0 (unstable in human liver microsomes). (6) The molecule is NC(=O)COc1ccc2c(c1)S(=O)(=O)NC(c1c(O)c(-c3cccs3)nn(CC3CCCC3)c1=O)=N2. The result is 1 (stable in human liver microsomes). (7) The molecule is CC(C)CCC[C@](C)(O)[C@H]1CC[C@H]2[C@@H]3C[C@H](O)[C@H]4C[C@@H](O)CC[C@]4(C)[C@H]3CC[C@@]21C. The result is 1 (stable in human liver microsomes). (8) The molecule is CCC(C)OC(=O)NS(=O)(=O)c1sc(CC(C)C)cc1-c1cccc(Cn2ccnc2)c1. The result is 0 (unstable in human liver microsomes). (9) The compound is CCOc1cc(NC(=O)C2(NC(=O)c3ccc4c(C5CCCC5)c(-c5ncc(Cl)cn5)n(C)c4c3)CCC2)ccc1C=CC(=O)OCOP(=O)(O)O. The result is 1 (stable in human liver microsomes).